Dataset: Full USPTO retrosynthesis dataset with 1.9M reactions from patents (1976-2016). Task: Predict the reactants needed to synthesize the given product. (1) Given the product [Br:16][C:17]([F:19])([F:18])[C:3]#[C:2][CH2:1][O:4][CH:5]1[CH2:10][CH2:9][CH2:8][CH2:7][O:6]1, predict the reactants needed to synthesize it. The reactants are: [CH2:1]([O:4][CH:5]1[CH2:10][CH2:9][CH2:8][CH2:7][O:6]1)[C:2]#[CH:3].C([Li])CCC.[Br:16][C:17](Br)([F:19])[F:18]. (2) Given the product [CH2:1]([O:3]/[C:4](=[CH:10]\[C:11]1[CH:16]=[CH:15][C:14]([C:17]2[CH:22]=[CH:21][CH:20]=[C:19]([N:23]([CH3:24])[C:34]([NH:33][C:30]3[CH:29]=[CH:28][C:27]([C:26]([F:36])([F:37])[F:25])=[CH:32][CH:31]=3)=[O:35])[CH:18]=2)=[CH:13][CH:12]=1)/[C:5]([O:7][CH2:8][CH3:9])=[O:6])[CH3:2], predict the reactants needed to synthesize it. The reactants are: [CH2:1]([O:3]/[C:4](=[CH:10]\[C:11]1[CH:16]=[CH:15][C:14]([C:17]2[CH:22]=[CH:21][CH:20]=[C:19]([NH:23][CH3:24])[CH:18]=2)=[CH:13][CH:12]=1)/[C:5]([O:7][CH2:8][CH3:9])=[O:6])[CH3:2].[F:25][C:26]([F:37])([F:36])[C:27]1[CH:32]=[CH:31][C:30]([N:33]=[C:34]=[O:35])=[CH:29][CH:28]=1. (3) Given the product [Br:11][CH2:7][CH:4]1[CH2:5][O:6][C:2]([CH3:9])([CH3:1])[CH2:3]1, predict the reactants needed to synthesize it. The reactants are: [CH3:1][C:2]1([CH3:9])[O:6][CH2:5][CH:4]([CH2:7]O)[CH2:3]1.C(Br)(Br)(Br)[Br:11].C1(P(C2C=CC=CC=2)C2C=CC=CC=2)C=CC=CC=1. (4) Given the product [O-2:2].[Ce+3:5].[O-2:7].[O-2:11].[Ce+3:5].[NH2:14][C:15]([NH2:17])=[O:16], predict the reactants needed to synthesize it. The reactants are: [N+]([O-])([O-])=[O:2].[Ce+3:5].[N+]([O-])([O-])=[O:7].[N+]([O-])([O-])=[O:11].[NH2:14][C:15]([NH2:17])=[O:16].